Dataset: Full USPTO retrosynthesis dataset with 1.9M reactions from patents (1976-2016). Task: Predict the reactants needed to synthesize the given product. (1) The reactants are: [NH2:1][C:2]1[CH:7]=[CH:6][N:5]=[C:4]([Cl:8])[N:3]=1.[H-].[Na+].[C:11](OC(=O)C)(=[O:13])[CH3:12]. Given the product [Cl:8][C:4]1[N:3]=[C:2]([NH:1][C:11](=[O:13])[CH3:12])[CH:7]=[CH:6][N:5]=1, predict the reactants needed to synthesize it. (2) Given the product [C:26]([O:25][C:23]([C:19]1[S:18][C:17]([N:15]2[CH2:14][CH2:13][N:12]([S:30]([C:33]3[CH:34]=[CH:35][C:36]([O:39][C:40]([F:43])([F:41])[F:42])=[CH:37][CH:38]=3)(=[O:32])=[O:31])[C@@H:11]([C:9]([OH:10])=[O:8])[CH2:16]2)=[N:21][C:20]=1[CH3:22])=[O:24])([CH3:29])([CH3:28])[CH3:27], predict the reactants needed to synthesize it. The reactants are: C([O:8][C:9]([C@H:11]1[CH2:16][N:15]([C:17]2[S:18][C:19]([C:23]([O:25][C:26]([CH3:29])([CH3:28])[CH3:27])=[O:24])=[C:20]([CH3:22])[N:21]=2)[CH2:14][CH2:13][N:12]1[S:30]([C:33]1[CH:38]=[CH:37][C:36]([O:39][C:40]([F:43])([F:42])[F:41])=[CH:35][CH:34]=1)(=[O:32])=[O:31])=[O:10])C1C=CC=CC=1.C(O)(=O)C. (3) Given the product [C:39]([C:31]1[C:32]([NH:34][CH2:35][CH2:36][O:37][CH3:38])=[CH:33][C:28]([NH:27][C:25]([N:16]2[C:17]3[C:12](=[CH:11][C:10]([CH2:9][OH:8])=[C:19]([CH:20]=[O:21])[N:18]=3)[CH2:13][CH2:14][CH2:15]2)=[O:26])=[N:29][CH:30]=1)#[N:40], predict the reactants needed to synthesize it. The reactants are: [Si]([O:8][CH2:9][C:10]1[CH:11]=[C:12]2[C:17](=[N:18][C:19]=1[CH:20](OC)[O:21]C)[N:16]([C:25]([NH:27][C:28]1[CH:33]=[C:32]([NH:34][CH2:35][CH2:36][O:37][CH3:38])[C:31]([C:39]#[N:40])=[CH:30][N:29]=1)=[O:26])[CH2:15][CH2:14][CH2:13]2)(C(C)(C)C)(C)C.O.Cl. (4) Given the product [Cl:3][C:4]1[CH:5]=[C:6]([C:12]2[N:13]=[C:14]([CH3:33])[C:15]3[CH2:20][CH2:19][N:18]([C:21]4[CH:26]=[CH:25][C:24]([CH2:27][C:28]([OH:30])=[O:29])=[CH:23][CH:22]=4)[C:16]=3[N:17]=2)[CH:7]=[CH:8][C:9]=1[O:10][CH3:11], predict the reactants needed to synthesize it. The reactants are: [OH-].[Na+].[Cl:3][C:4]1[CH:5]=[C:6]([C:12]2[N:13]=[C:14]([CH3:33])[C:15]3[CH2:20][CH2:19][N:18]([C:21]4[CH:26]=[CH:25][C:24]([CH2:27][C:28]([O:30]CC)=[O:29])=[CH:23][CH:22]=4)[C:16]=3[N:17]=2)[CH:7]=[CH:8][C:9]=1[O:10][CH3:11].Cl. (5) Given the product [C:41]([O:45][C:46](=[O:55])[C@H:47]([NH:54][C:13]([C:4]1[N:3]=[C:2]([Cl:1])[C:11]2[C:6]([C:5]=1[OH:12])=[CH:7][CH:8]=[CH:9][CH:10]=2)=[O:15])[CH2:48][O:49][C:50]([CH3:53])([CH3:52])[CH3:51])([CH3:44])([CH3:42])[CH3:43], predict the reactants needed to synthesize it. The reactants are: [Cl:1][C:2]1[C:11]2[C:6](=[CH:7][CH:8]=[CH:9][CH:10]=2)[C:5]([OH:12])=[C:4]([C:13]([OH:15])=O)[N:3]=1.F[P-](F)(F)(F)(F)F.N1([O+]=C(N(C)C)N(C)C)C2C=CC=CC=2N=N1.Cl.[C:41]([O:45][C:46](=[O:55])[C@H:47]([NH2:54])[CH2:48][O:49][C:50]([CH3:53])([CH3:52])[CH3:51])([CH3:44])([CH3:43])[CH3:42].C(N(C(C)C)C(C)C)C. (6) Given the product [Cl:1][C:2]1[CH:3]=[C:4]([C:18]2[N:23]=[C:22]([CH3:24])[N:21]=[C:20]([NH2:25])[N:19]=2)[C:5]([NH:8][C:9]2[CH:10]=[N:11][C:12]([O:16][CH3:17])=[C:13]([F:15])[CH:14]=2)=[N:6][CH:7]=1, predict the reactants needed to synthesize it. The reactants are: [Cl:1][C:2]1[CH:3]=[C:4]([C:18]2[N:23]=[C:22]([CH3:24])[N:21]=[C:20]([N:25](CC3C=CC(OC)=CC=3)CC3C=CC(OC)=CC=3)[N:19]=2)[C:5]([NH:8][C:9]2[CH:10]=[N:11][C:12]([O:16][CH3:17])=[C:13]([F:15])[CH:14]=2)=[N:6][CH:7]=1.FC(F)(F)S(O)(=O)=O.